From a dataset of Full USPTO retrosynthesis dataset with 1.9M reactions from patents (1976-2016). Predict the reactants needed to synthesize the given product. (1) Given the product [C:1]([O:5][C:6]([N:8]1[CH2:14][CH2:13][C:12](=[O:15])[NH:11][CH2:10][C@H:9]1[CH2:24][C:25]1[CH:26]=[CH:27][CH:28]=[CH:29][CH:30]=1)=[O:7])([CH3:4])([CH3:2])[CH3:3], predict the reactants needed to synthesize it. The reactants are: [C:1]([O:5][C:6]([N:8]1[CH2:14][CH2:13][C:12](=[O:15])[N:11](OCC2C=CC=CC=2)[CH2:10][C@H:9]1[CH2:24][C:25]1[CH:30]=[CH:29][CH:28]=[CH:27][CH:26]=1)=[O:7])([CH3:4])([CH3:3])[CH3:2]. (2) Given the product [Cl:1][C:2]1[CH:3]=[C:4]([C:9]2[CH:14]=[CH:13][C:12]([CH2:15][Br:17])=[CH:11][C:10]=2[F:16])[CH:5]=[CH:6][C:7]=1[Cl:8], predict the reactants needed to synthesize it. The reactants are: [Cl:1][C:2]1[CH:3]=[C:4]([C:9]2[CH:14]=[CH:13][C:12]([CH3:15])=[CH:11][C:10]=2[F:16])[CH:5]=[CH:6][C:7]=1[Cl:8].[Br:17]N1C(=O)CCC1=O.C(OOC(=O)C1C=CC=CC=1)(=O)C1C=CC=CC=1.S([O-])([O-])=O.[Na+].[Na+]. (3) Given the product [F:10][C:8]1[CH:7]=[CH:6][C:5]([CH:11]=[O:14])=[C:4]([N+:1]([O-:3])=[O:2])[CH:9]=1, predict the reactants needed to synthesize it. The reactants are: [N+:1]([C:4]1[CH:9]=[C:8]([F:10])[CH:7]=[CH:6][C:5]=1[CH3:11])([O-:3])=[O:2].CC(N(C)C)=[O:14].I([O-])(=O)(=O)=O.[Na+]. (4) Given the product [Cl:1][C:2]1[CH:7]=[CH:6][C:5]([S:8]([CH:11]([C:12]2[CH:17]=[C:16]([F:18])[CH:15]=[CH:14][C:13]=2[F:19])[CH2:27][CH2:26][C:20]2[CH:25]=[CH:24][CH:23]=[CH:22][CH:21]=2)(=[O:10])=[O:9])=[CH:4][CH:3]=1, predict the reactants needed to synthesize it. The reactants are: [Cl:1][C:2]1[CH:7]=[CH:6][C:5]([S:8]([CH2:11][C:12]2[CH:17]=[C:16]([F:18])[CH:15]=[CH:14][C:13]=2[F:19])(=[O:10])=[O:9])=[CH:4][CH:3]=1.[C:20]1([CH2:26][CH2:27]O)[CH:25]=[CH:24][CH:23]=[CH:22][CH:21]=1.C(C=P(CCCC)(CCCC)CCCC)#N. (5) The reactants are: [C:1](Cl)(=[O:3])[CH3:2].[Br:5][C:6]1[CH:7]=[C:8]([C:20]([CH3:23])([CH3:22])[CH3:21])[C:9]([O:18][CH3:19])=[C:10]([N:12]2[CH2:17][CH2:16][NH:15][CH2:14][CH2:13]2)[CH:11]=1.C(N(CC)CC)C. Given the product [Br:5][C:6]1[CH:7]=[C:8]([C:20]([CH3:23])([CH3:22])[CH3:21])[C:9]([O:18][CH3:19])=[C:10]([N:12]2[CH2:13][CH2:14][N:15]([C:1](=[O:3])[CH3:2])[CH2:16][CH2:17]2)[CH:11]=1, predict the reactants needed to synthesize it. (6) The reactants are: C(O[C:5](=[O:30])[C:6]1[CH:11]=[C:10]([F:12])[C:9]([N:13]2[CH2:17][C@H:16]([CH2:18][F:19])[C@H:15]([NH:20][C:21]([O:23][C:24]([CH3:27])([CH3:26])[CH3:25])=[O:22])[CH2:14]2)=[C:8]([CH3:28])[C:7]=1F)(=O)C.COC(OC)N(C)C.[F:39][C@H:40]1[CH2:42][C@H:41]1[NH2:43].C(N([CH2:49][CH3:50])CC)C.C(=O)([O-])[O-].[K+].[K+].C(O)(=O)[CH2:58][C:59](CC(O)=O)([C:61]([OH:63])=[O:62])O. Given the product [C:24]([O:23][C:21]([NH:20][C@H:15]1[C@@H:16]([CH2:18][F:19])[CH2:17][N:13]([C:9]2[C:8]([CH3:28])=[C:7]3[C:6]([C:5](=[O:30])[C:59]([C:61]([O:63][CH2:49][CH3:50])=[O:62])=[CH:58][N:43]3[C@@H:41]3[CH2:42][C@@H:40]3[F:39])=[CH:11][C:10]=2[F:12])[CH2:14]1)=[O:22])([CH3:26])([CH3:25])[CH3:27], predict the reactants needed to synthesize it.